This data is from Reaction yield outcomes from USPTO patents with 853,638 reactions. The task is: Predict the reaction yield, written as a fraction of the theoretical maximum amount of product (1.0 means a 100% yield; for example, 0.34 means a 34% yield). (1) The reactants are Cl.[N:2]1([CH2:7][C:8]([OH:10])=O)[CH:6]=[N:5][CH:4]=[N:3]1.[F:11][C:12]1[CH:40]=[CH:39][C:15]([CH2:16][C@H:17]2[CH2:21][NH:20][C@H:19]([C:22]([NH:24][C:25]3[CH:30]=[CH:29][C:28]([O:31][C:32]4[CH:37]=[CH:36][C:35]([F:38])=[CH:34][CH:33]=4)=[CH:27][CH:26]=3)=[O:23])[CH2:18]2)=[CH:14][CH:13]=1. No catalyst specified. The product is [N:2]1([CH2:7][C:8]([N:20]2[CH2:21][C@H:17]([CH2:16][C:15]3[CH:39]=[CH:40][C:12]([F:11])=[CH:13][CH:14]=3)[CH2:18][C@H:19]2[C:22]([NH:24][C:25]2[CH:30]=[CH:29][C:28]([O:31][C:32]3[CH:33]=[CH:34][C:35]([F:38])=[CH:36][CH:37]=3)=[CH:27][CH:26]=2)=[O:23])=[O:10])[CH:6]=[N:5][CH:4]=[N:3]1. The yield is 0.330. (2) The product is [CH3:23][N:24]1[CH:28]=[CH:27][N:26]=[C:25]1[CH:29]1[C:11](=[O:12])[C:10]2[C:14]([C:13]([O:31][CH2:32][CH3:33])=[O:18])=[CH:15][CH:16]=[CH:17][C:9]=2[NH:8][CH:7]1[C:6]1[CH:5]=[CH:4][C:3]([C:2]([F:21])([F:1])[F:22])=[CH:20][CH:19]=1. The catalyst is C(OCC)(=O)CC. The reactants are [F:1][C:2]([F:22])([F:21])[C:3]1[CH:20]=[CH:19][C:6](/[CH:7]=[N:8]/[C:9]2[CH:17]=[CH:16][CH:15]=[C:14]3[C:10]=2[CH2:11][O:12][C:13]3=[O:18])=[CH:5][CH:4]=1.[CH3:23][N:24]1[CH:28]=[CH:27][N:26]=[C:25]1[CH:29]=O.[O-:31][CH2:32][CH3:33].[Na+].C(O)C. The yield is 0.0800.